This data is from Forward reaction prediction with 1.9M reactions from USPTO patents (1976-2016). The task is: Predict the product of the given reaction. Given the reactants Br[C:2]1[C:6]2[CH:7]=[C:8]([CH2:11][OH:12])[CH:9]=[CH:10][C:5]=2[S:4][CH:3]=1.[CH3:13][C:14]1[CH:15]=[C:16]([CH:21]=[CH:22][C:23]=1B1OC(C)(C)C(C)(C)O1)[C:17]([O:19][CH3:20])=[O:18], predict the reaction product. The product is: [OH:12][CH2:11][C:8]1[CH:9]=[CH:10][C:5]2[S:4][CH:3]=[C:2]([C:23]3[CH:22]=[CH:21][C:16]([C:17]([O:19][CH3:20])=[O:18])=[CH:15][C:14]=3[CH3:13])[C:6]=2[CH:7]=1.